From a dataset of NCI-60 drug combinations with 297,098 pairs across 59 cell lines. Regression. Given two drug SMILES strings and cell line genomic features, predict the synergy score measuring deviation from expected non-interaction effect. (1) Drug 1: CCCS(=O)(=O)NC1=C(C(=C(C=C1)F)C(=O)C2=CNC3=C2C=C(C=N3)C4=CC=C(C=C4)Cl)F. Drug 2: CN(C)C1=NC(=NC(=N1)N(C)C)N(C)C. Cell line: HCT-15. Synergy scores: CSS=-2.43, Synergy_ZIP=2.74, Synergy_Bliss=2.96, Synergy_Loewe=-0.579, Synergy_HSA=-1.47. (2) Drug 1: CC1=CC=C(C=C1)C2=CC(=NN2C3=CC=C(C=C3)S(=O)(=O)N)C(F)(F)F. Drug 2: C1=CN(C=N1)CC(O)(P(=O)(O)O)P(=O)(O)O. Cell line: HT29. Synergy scores: CSS=-1.17, Synergy_ZIP=1.33, Synergy_Bliss=0.748, Synergy_Loewe=-1.31, Synergy_HSA=-2.07. (3) Synergy scores: CSS=1.89, Synergy_ZIP=0.213, Synergy_Bliss=1.98, Synergy_Loewe=0.196, Synergy_HSA=-0.736. Cell line: TK-10. Drug 2: COC1=C2C(=CC3=C1OC=C3)C=CC(=O)O2. Drug 1: CCC(=C(C1=CC=CC=C1)C2=CC=C(C=C2)OCCN(C)C)C3=CC=CC=C3.C(C(=O)O)C(CC(=O)O)(C(=O)O)O.